Task: Regression. Given two drug SMILES strings and cell line genomic features, predict the synergy score measuring deviation from expected non-interaction effect.. Dataset: NCI-60 drug combinations with 297,098 pairs across 59 cell lines (1) Drug 1: CC1=C2C(C(=O)C3(C(CC4C(C3C(C(C2(C)C)(CC1OC(=O)C(C(C5=CC=CC=C5)NC(=O)OC(C)(C)C)O)O)OC(=O)C6=CC=CC=C6)(CO4)OC(=O)C)OC)C)OC. Drug 2: C1CNP(=O)(OC1)N(CCCl)CCCl. Cell line: MDA-MB-231. Synergy scores: CSS=10.5, Synergy_ZIP=-13.4, Synergy_Bliss=-22.6, Synergy_Loewe=-46.4, Synergy_HSA=-22.9. (2) Drug 1: CN1CCC(CC1)COC2=C(C=C3C(=C2)N=CN=C3NC4=C(C=C(C=C4)Br)F)OC. Drug 2: C1=CC(=CC=C1C#N)C(C2=CC=C(C=C2)C#N)N3C=NC=N3. Cell line: COLO 205. Synergy scores: CSS=-3.05, Synergy_ZIP=4.92, Synergy_Bliss=7.19, Synergy_Loewe=-0.666, Synergy_HSA=-1.10. (3) Drug 1: C1=NC(=NC(=O)N1C2C(C(C(O2)CO)O)O)N. Drug 2: CC1C(C(CC(O1)OC2CC(CC3=C2C(=C4C(=C3O)C(=O)C5=CC=CC=C5C4=O)O)(C(=O)C)O)N)O. Cell line: OVCAR-5. Synergy scores: CSS=49.8, Synergy_ZIP=-3.32, Synergy_Bliss=-1.45, Synergy_Loewe=1.05, Synergy_HSA=2.84. (4) Drug 1: C1=CC(=CC=C1CC(C(=O)O)N)N(CCCl)CCCl.Cl. Drug 2: CCC1(CC2CC(C3=C(CCN(C2)C1)C4=CC=CC=C4N3)(C5=C(C=C6C(=C5)C78CCN9C7C(C=CC9)(C(C(C8N6C=O)(C(=O)OC)O)OC(=O)C)CC)OC)C(=O)OC)O.OS(=O)(=O)O. Cell line: NCI-H226. Synergy scores: CSS=2.55, Synergy_ZIP=-3.71, Synergy_Bliss=0.0706, Synergy_Loewe=-4.85, Synergy_HSA=-2.06. (5) Drug 1: CC1=C(C(=O)C2=C(C1=O)N3CC4C(C3(C2COC(=O)N)OC)N4)N. Drug 2: C1CCC(C(C1)N)N.C(=O)(C(=O)[O-])[O-].[Pt+4]. Cell line: UACC-257. Synergy scores: CSS=0.522, Synergy_ZIP=-5.85, Synergy_Bliss=-12.1, Synergy_Loewe=-9.96, Synergy_HSA=-9.58. (6) Synergy scores: CSS=21.7, Synergy_ZIP=-0.0569, Synergy_Bliss=-3.66, Synergy_Loewe=-41.9, Synergy_HSA=-4.68. Drug 2: CC1CCC2CC(C(=CC=CC=CC(CC(C(=O)C(C(C(=CC(C(=O)CC(OC(=O)C3CCCCN3C(=O)C(=O)C1(O2)O)C(C)CC4CCC(C(C4)OC)OCCO)C)C)O)OC)C)C)C)OC. Cell line: HOP-92. Drug 1: CC=C1C(=O)NC(C(=O)OC2CC(=O)NC(C(=O)NC(CSSCCC=C2)C(=O)N1)C(C)C)C(C)C.